From a dataset of Full USPTO retrosynthesis dataset with 1.9M reactions from patents (1976-2016). Predict the reactants needed to synthesize the given product. (1) Given the product [CH3:1][O:2][C:3]1[CH:8]=[CH:7][N:6]2[CH:9]=[CH:10][N:11]=[C:5]2[C:4]=1[C:12]([OH:17])=[O:14], predict the reactants needed to synthesize it. The reactants are: [CH3:1][O:2][C:3]1[CH:8]=[CH:7][N:6]2[CH:9]=[CH:10][N:11]=[C:5]2[C:4]=1[C:12]#N.[OH-:14].[Na+].Cl.[OH2:17]. (2) Given the product [ClH:37].[C:1]1([N:7]2[CH:11]=[C:10]([C:12]([NH:14][CH2:15][CH2:16][NH:17][C:18]([CH:20]3[CH2:25][CH2:24][NH:23][CH2:22][CH2:21]3)=[O:19])=[O:13])[C:9]([C:33]([F:35])([F:36])[F:34])=[N:8]2)[CH:2]=[CH:3][CH:4]=[CH:5][CH:6]=1, predict the reactants needed to synthesize it. The reactants are: [C:1]1([N:7]2[CH:11]=[C:10]([C:12]([NH:14][CH2:15][CH2:16][NH:17][C:18]([CH:20]3[CH2:25][CH2:24][N:23](C(OC(C)(C)C)=O)[CH2:22][CH2:21]3)=[O:19])=[O:13])[C:9]([C:33]([F:36])([F:35])[F:34])=[N:8]2)[CH:6]=[CH:5][CH:4]=[CH:3][CH:2]=1.[ClH:37]. (3) Given the product [F:16][C:14]1[CH:13]=[CH:12][C:11]([OH:17])=[C:10]([C:7]2[CH:8]=[CH:9][C:4]([C:3]([OH:18])=[O:2])=[CH:5][N:6]=2)[CH:15]=1, predict the reactants needed to synthesize it. The reactants are: C[O:2][C:3](=[O:18])[C:4]1[CH:9]=[CH:8][C:7]([C:10]2[CH:15]=[C:14]([F:16])[CH:13]=[CH:12][C:11]=2[OH:17])=[N:6][CH:5]=1.[F:16][C:14]1[CH:13]=[CH:12][C:11]([OH:17])=[C:10]([C:7]2[CH:8]=[CH:9][C:4]([C:3]([OH:2])=[O:18])=[CH:5][N:6]=2)[CH:15]=1.[OH-].[Li+]. (4) Given the product [F:1][C:2]([F:16])([C:8]1[CH:13]=[CH:12][CH:11]=[C:10]([CH2:14][N:21]2[CH2:22][CH2:23][N:18]([CH3:17])[CH2:19][CH2:20]2)[CH:9]=1)[C:3]([O:5][CH2:6][CH3:7])=[O:4], predict the reactants needed to synthesize it. The reactants are: [F:1][C:2]([F:16])([C:8]1[CH:13]=[CH:12][CH:11]=[C:10]([CH:14]=O)[CH:9]=1)[C:3]([O:5][CH2:6][CH3:7])=[O:4].[CH3:17][N:18]1[CH2:23][CH2:22][NH:21][CH2:20][CH2:19]1.C(O)(=O)C.C([BH3-])#N.[Na+]. (5) Given the product [CH3:1][O:3][C:4](=[O:12])[C:5]1[CH:10]=[CH:9][C:8]([N:13]2[C:21]3[C:16](=[CH:17][CH:18]=[CH:19][CH:20]=3)[CH:15]=[CH:14]2)=[CH:7][CH:6]=1, predict the reactants needed to synthesize it. The reactants are: [CH2:1]([O:3][C:4](=[O:12])[C:5]1[CH:10]=[CH:9][C:8](F)=[CH:7][CH:6]=1)C.[NH:13]1[C:21]2[C:16](=[CH:17][CH:18]=[CH:19][CH:20]=2)[CH:15]=[CH:14]1.[F-].[K+].C1OCCOCCOCCOCCOCCOC1. (6) Given the product [CH3:22][O:8][C:7]([C@@H:4]1[CH2:5][CH2:6][C@:2]([CH3:1])([C:12]([OH:14])=[O:13])[C:3]1([CH3:10])[CH3:11])=[O:9], predict the reactants needed to synthesize it. The reactants are: [CH3:1][C@:2]1([C:12]([OH:14])=[O:13])[CH2:6][CH2:5][C@@H:4]([C:7]([OH:9])=[O:8])[C:3]1([CH3:11])[CH3:10].S(Cl)(Cl)=O.O.[OH-].[Na+].[CH3:22]O. (7) Given the product [F:1][C:2]1[CH:3]=[C:4]([N:14]2[CH2:18][C@H:17]([CH2:19][NH:20][C:21](=[O:23])[CH3:22])[O:16][C:15]2=[O:24])[CH:5]=[CH:6][C:7]=1[N:8]1[CH2:13][CH2:12][N:11]([C:35]2[O:39][C:38]([CH:40]=[O:41])=[CH:37][CH:36]=2)[CH2:10][CH2:9]1, predict the reactants needed to synthesize it. The reactants are: [F:1][C:2]1[CH:3]=[C:4]([N:14]2[CH2:18][C@H:17]([CH2:19][NH:20][C:21](=[O:23])[CH3:22])[O:16][C:15]2=[O:24])[CH:5]=[CH:6][C:7]=1[N:8]1[CH2:13][CH2:12][NH:11][CH2:10][CH2:9]1.C(N(C(C)C)C(C)C)C.Br[C:35]1[O:39][C:38]([CH:40]=[O:41])=[CH:37][CH:36]=1. (8) Given the product [Cl:1][C:2]1[C:7]([Cl:8])=[C:6]([C:9]2[S:13][C:12]([C:14]#[CH:35])=[N:11][C:10]=2[C:16]([N:18]2[CH2:23][CH2:22][CH2:21][CH2:20][C@@H:19]2[CH3:24])=[O:17])[CH:5]=[CH:4][C:3]=1[S:25]([NH:28][C@@H:29]([CH3:34])[C:30]([F:31])([F:32])[F:33])(=[O:26])=[O:27], predict the reactants needed to synthesize it. The reactants are: [Cl:1][C:2]1[C:7]([Cl:8])=[C:6]([C:9]2[S:13][C:12]([CH:14]=O)=[N:11][C:10]=2[C:16]([N:18]2[CH2:23][CH2:22][CH2:21][CH2:20][C@@H:19]2[CH3:24])=[O:17])[CH:5]=[CH:4][C:3]=1[S:25]([NH:28][C@@H:29]([CH3:34])[C:30]([F:33])([F:32])[F:31])(=[O:27])=[O:26].[CH3:35]OP(C(=[N+]=[N-])C(=O)C)(=O)OC.C([O-])([O-])=O.[K+].[K+].